Dataset: Peptide-MHC class I binding affinity with 185,985 pairs from IEDB/IMGT. Task: Regression. Given a peptide amino acid sequence and an MHC pseudo amino acid sequence, predict their binding affinity value. This is MHC class I binding data. The peptide sequence is IYWLIFWRF. The MHC is HLA-A11:01 with pseudo-sequence HLA-A11:01. The binding affinity (normalized) is 0.0847.